From a dataset of Forward reaction prediction with 1.9M reactions from USPTO patents (1976-2016). Predict the product of the given reaction. (1) Given the reactants [O:1]1[CH2:6][CH2:5][N:4]([CH2:7][CH2:8][O:9][C:10]2[CH:11]=[C:12]([NH:16][C:17]3[CH:22]=[CH:21][N:20]4[N:23]=[CH:24][C:25]([CH:26]=O)=[C:19]4[N:18]=3)[CH:13]=[CH:14][CH:15]=2)[CH2:3][CH2:2]1.[NH:28]1[CH2:34][C:32](=[O:33])[NH:31][C:29]1=[O:30].N1CCCCC1, predict the reaction product. The product is: [O:1]1[CH2:6][CH2:5][N:4]([CH2:7][CH2:8][O:9][C:10]2[CH:11]=[C:12]([NH:16][C:17]3[CH:22]=[CH:21][N:20]4[N:23]=[CH:24][C:25]([CH:26]=[C:34]5[NH:28][C:29](=[O:30])[NH:31][C:32]5=[O:33])=[C:19]4[N:18]=3)[CH:13]=[CH:14][CH:15]=2)[CH2:3][CH2:2]1. (2) Given the reactants [C:1]1([C:7]2[N:11]=[C:10]([NH:12][C:13]([NH2:15])=S)[S:9][N:8]=2)[CH:6]=[CH:5][CH:4]=[CH:3][CH:2]=1.CI.C(N(CC)CC)C.[CH3:25][O:26][C:27]1[CH:34]=[CH:33][CH:32]=[C:31]([O:35][CH3:36])[C:28]=1[CH2:29][NH2:30], predict the reaction product. The product is: [CH3:36][O:35][C:31]1[CH:32]=[CH:33][CH:34]=[C:27]([O:26][CH3:25])[C:28]=1[CH2:29][NH:30][C:13](=[NH:15])[NH:12][C:10]1[S:9][N:8]=[C:7]([C:1]2[CH:6]=[CH:5][CH:4]=[CH:3][CH:2]=2)[N:11]=1. (3) Given the reactants [Cl:1][C:2]1[CH:8]=[CH:7][CH:6]=[C:5]([Cl:9])[C:3]=1[NH2:4].CO[CH:12]1[CH2:16][CH2:15][CH:14](OC)O1.C(O)(=O)C, predict the reaction product. The product is: [Cl:1][C:2]1[CH:8]=[CH:7][CH:6]=[C:5]([Cl:9])[C:3]=1[N:4]1[CH:12]=[CH:16][CH:15]=[CH:14]1. (4) The product is: [C:1]([N:4]1[C:13]2[C:8](=[CH:9][C:10]([C:14]([NH2:26])=[O:15])=[CH:11][CH:12]=2)[C@H:7]([O:17][C:18]2[CH:23]=[CH:22][C:21]([Cl:24])=[CH:20][CH:19]=2)[CH2:6][C@@H:5]1[CH3:25])(=[O:3])[CH3:2]. Given the reactants [C:1]([N:4]1[C:13]2[C:8](=[CH:9][C:10]([C:14](O)=[O:15])=[CH:11][CH:12]=2)[C@H:7]([O:17][C:18]2[CH:23]=[CH:22][C:21]([Cl:24])=[CH:20][CH:19]=2)[CH2:6][C@@H:5]1[CH3:25])(=[O:3])[CH3:2].[NH3:26], predict the reaction product.